This data is from Retrosynthesis with 50K atom-mapped reactions and 10 reaction types from USPTO. The task is: Predict the reactants needed to synthesize the given product. Given the product CCCN(CCC)CCCCc1nc2ccc(CN)cc2n1C, predict the reactants needed to synthesize it. The reactants are: CCCN(CCC)CCCCc1nc2ccc(CN3C(=O)c4ccccc4C3=O)cc2n1C.